From a dataset of Forward reaction prediction with 1.9M reactions from USPTO patents (1976-2016). Predict the product of the given reaction. (1) Given the reactants [Si:1]([O:8][C:9]1([C:12]2[CH:17]=[CH:16][C:15]([C:18](=[CH2:29])[C:19]([O:21]CC3C=CC=CC=3)=[O:20])=[CH:14][C:13]=2[F:30])[CH2:11][CH2:10]1)([C:4]([CH3:7])([CH3:6])[CH3:5])([CH3:3])[CH3:2], predict the reaction product. The product is: [Si:1]([O:8][C:9]1([C:12]2[CH:17]=[CH:16][C:15]([CH:18]([CH3:29])[C:19]([OH:21])=[O:20])=[CH:14][C:13]=2[F:30])[CH2:11][CH2:10]1)([C:4]([CH3:7])([CH3:6])[CH3:5])([CH3:3])[CH3:2]. (2) Given the reactants [S:1](=[O:5])(=[O:4])([OH:3])[OH:2].[N+:6]([C:9]1[CH:15]=[CH:14][CH:13]=[CH:12][C:10]=1[NH2:11])([O-:8])=[O:7].[N:16]([O-])=O.[Na+], predict the reaction product. The product is: [S:1](=[O:3])(=[O:2])([OH:5])[O-:4].[N+:6]([C:9]1[CH:15]=[CH:14][CH:13]=[CH:12][C:10]=1[N+:11]#[N:16])([O-:8])=[O:7]. (3) Given the reactants Br[C:2]1[C:7]2[S:8][C:9]([C:11]3[C:16]([F:17])=[CH:15][CH:14]=[CH:13][C:12]=3[Cl:18])=[N:10][C:6]=2[CH:5]=[CH:4][N:3]=1.[NH2:19][C:20]1[N:25]=[CH:24][N:23]=[C:22]([NH:26][C:27](=[O:29])[CH3:28])[CH:21]=1.CC1(C)C2C(=C(P(C3C=CC=CC=3)C3C=CC=CC=3)C=CC=2)OC2C(P(C3C=CC=CC=3)C3C=CC=CC=3)=CC=CC1=2.C([O-])([O-])=O.[Cs+].[Cs+], predict the reaction product. The product is: [Cl:18][C:12]1[CH:13]=[CH:14][CH:15]=[C:16]([F:17])[C:11]=1[C:9]1[S:8][C:7]2[C:2]([NH:19][C:20]3[N:25]=[CH:24][N:23]=[C:22]([NH:26][C:27](=[O:29])[CH3:28])[CH:21]=3)=[N:3][CH:4]=[CH:5][C:6]=2[N:10]=1. (4) Given the reactants C[O:2][CH:3](OC)[C:4]1[N:13]=[C:12]2[C:7]([CH2:8][CH2:9][CH2:10][N:11]2[C:14]([NH:16][C:17]2[CH:22]=[CH:21][C:20]([C:23]([F:26])([F:25])[F:24])=[CH:19][N:18]=2)=[O:15])=[CH:6][C:5]=1[CH2:27][OH:28].O.Cl, predict the reaction product. The product is: [CH:3]([C:4]1[N:13]=[C:12]2[C:7]([CH2:8][CH2:9][CH2:10][N:11]2[C:14]([NH:16][C:17]2[CH:22]=[CH:21][C:20]([C:23]([F:26])([F:25])[F:24])=[CH:19][N:18]=2)=[O:15])=[CH:6][C:5]=1[CH2:27][OH:28])=[O:2].